This data is from Full USPTO retrosynthesis dataset with 1.9M reactions from patents (1976-2016). The task is: Predict the reactants needed to synthesize the given product. (1) Given the product [CH2:18]([N:13]1[CH2:14][CH2:15][N:10]([C:7]2[CH:6]=[CH:5][C:4]([N+:1]([O-:3])=[O:2])=[CH:9][CH:8]=2)[CH2:11][CH:12]1[CH2:16][OH:17])[C:19]1[CH:24]=[CH:23][CH:22]=[CH:21][CH:20]=1, predict the reactants needed to synthesize it. The reactants are: [N+:1]([C:4]1[CH:9]=[CH:8][C:7]([N:10]2[CH2:15][CH2:14][NH:13][CH:12]([CH2:16][OH:17])[CH2:11]2)=[CH:6][CH:5]=1)([O-:3])=[O:2].[CH2:18](Br)[C:19]1[CH:24]=[CH:23][CH:22]=[CH:21][CH:20]=1. (2) Given the product [C:22]([NH:26][C:19]([C:10]1[CH:9]=[C:8]([C:5]2[CH:4]=[CH:3][C:2]([F:1])=[CH:7][N:6]=2)[N:12]([C:13]2[CH:14]=[N:15][CH:16]=[CH:17][CH:18]=2)[N:11]=1)=[O:21])([CH3:25])([CH3:24])[CH3:23], predict the reactants needed to synthesize it. The reactants are: [F:1][C:2]1[CH:3]=[CH:4][C:5]([C:8]2[N:12]([C:13]3[CH:14]=[N:15][CH:16]=[CH:17][CH:18]=3)[N:11]=[C:10]([C:19]([OH:21])=O)[CH:9]=2)=[N:6][CH:7]=1.[C:22]([NH2:26])([CH3:25])([CH3:24])[CH3:23]. (3) Given the product [CH3:33][O:38][C:25]1[N:24]=[CH:23][C:22]([CH2:21][C:12]2[C:13]3[CH:20]=[CH:19][CH:18]=[CH:17][C:14]=3[C:15]3[CH2:16][NH:8][C:9](=[O:30])[C:10]=3[CH:11]=2)=[CH:27][CH:26]=1, predict the reactants needed to synthesize it. The reactants are: O[C@H]1CCCC[C@@H]1[N:8]1[CH2:16][C:15]2[C:14]3[CH:17]=[CH:18][CH:19]=[CH:20][C:13]=3[C:12]([CH2:21][C:22]3[CH:23]=[N:24][C:25](SC)=[CH:26][CH:27]=3)=[CH:11][C:10]=2[C:9]1=[O:30].N[C@H]1CCCC[C@@H:33]1[OH:38].ClCC1C=CC(SC)=NC=1. (4) Given the product [N:1]1([CH2:6][CH2:7][CH2:8][CH2:9][NH:10][C:11]([C:13]2[CH:18]=[C:17]([O:19][C:20]3[CH:25]=[CH:24][C:23]4[O:26][C:36]([NH:35][C:32]5[CH:33]=[CH:34][C:29]([Cl:28])=[CH:30][CH:31]=5)=[N:27][C:22]=4[CH:21]=3)[CH:16]=[CH:15][N:14]=2)=[O:12])[CH2:5][CH2:4][CH2:3][CH2:2]1, predict the reactants needed to synthesize it. The reactants are: [N:1]1([CH2:6][CH2:7][CH2:8][CH2:9][NH:10][C:11]([C:13]2[CH:18]=[C:17]([O:19][C:20]3[CH:25]=[CH:24][C:23]([OH:26])=[C:22]([NH2:27])[CH:21]=3)[CH:16]=[CH:15][N:14]=2)=[O:12])[CH2:5][CH2:4][CH2:3][CH2:2]1.[Cl:28][C:29]1[CH:34]=[CH:33][C:32]([N:35]=[C:36]=S)=[CH:31][CH:30]=1.CC#N.C(Cl)CCl. (5) Given the product [Cl:1][C:2]1[C:7](/[C:8](=[N:15]\[O:16][CH3:17])/[C:9]2[CH:14]=[CH:13][CH:12]=[CH:11][CH:10]=2)=[CH:6][N:5]=[C:4]2[N:18]([CH2:21][CH2:22][O:23][C:24]3[CH:29]=[CH:28][C:27]([CH2:30][CH:31]([O:36][CH2:37][C:38]([F:39])([F:40])[F:41])[C:32]([OH:34])=[O:33])=[CH:26][CH:25]=3)[CH:19]=[CH:20][C:3]=12, predict the reactants needed to synthesize it. The reactants are: [Cl:1][C:2]1[C:7](/[C:8](=[N:15]\[O:16][CH3:17])/[C:9]2[CH:14]=[CH:13][CH:12]=[CH:11][CH:10]=2)=[CH:6][N:5]=[C:4]2[N:18]([CH2:21][CH2:22][O:23][C:24]3[CH:29]=[CH:28][C:27]([CH2:30][CH:31]([O:36][CH2:37][C:38]([F:41])([F:40])[F:39])[C:32]([O:34]C)=[O:33])=[CH:26][CH:25]=3)[CH:19]=[CH:20][C:3]=12.O.[OH-].[Li+]. (6) Given the product [N:1]([C@@H:4]([C@H:8]([C:16]1[CH:24]=[CH:23][C:19]2[O:20][CH2:21][O:22][C:18]=2[CH:17]=1)[C:9]1[CH:10]=[CH:11][C:12]([Cl:15])=[CH:13][CH:14]=1)[C:5]([NH:25][C:26]1[CH:27]=[N:28][CH:29]=[C:30]([F:57])[C:31]=1[CH2:32][CH2:33][C@H:34]1[O:39][CH2:38][C@@H:37]([CH2:40][O:41][C:42](=[O:43])[NH:44][CH2:45][C:46]([F:49])([F:47])[F:48])[N:36]([C:50]([O:52][C:53]([CH3:55])([CH3:54])[CH3:56])=[O:51])[CH2:35]1)=[O:6])=[N+:2]=[N-:3], predict the reactants needed to synthesize it. The reactants are: [N:1]([C@@H:4]([C@H:8]([C:16]1[CH:24]=[CH:23][C:19]2[O:20][CH2:21][O:22][C:18]=2[CH:17]=1)[C:9]1[CH:14]=[CH:13][C:12]([Cl:15])=[CH:11][CH:10]=1)[C:5](O)=[O:6])=[N+:2]=[N-:3].[NH2:25][C:26]1[CH:27]=[N:28][CH:29]=[C:30]([F:57])[C:31]=1[CH2:32][CH2:33][C@H:34]1[O:39][CH2:38][C@H:37]([CH2:40][O:41][C:42]([NH:44][CH2:45][C:46]([F:49])([F:48])[F:47])=[O:43])[N:36]([C:50]([O:52][C:53]([CH3:56])([CH3:55])[CH3:54])=[O:51])[CH2:35]1.O=P(Cl)(Cl)Cl.